From a dataset of Full USPTO retrosynthesis dataset with 1.9M reactions from patents (1976-2016). Predict the reactants needed to synthesize the given product. Given the product [F:11][C:8]1[CH:9]=[CH:10][C:5]([C:3]2[N:17]=[C:16]([NH:15][C:12](=[O:14])[CH3:13])[NH:18][CH:2]=2)=[CH:6][CH:7]=1, predict the reactants needed to synthesize it. The reactants are: Br[CH2:2][C:3]([C:5]1[CH:10]=[CH:9][C:8]([F:11])=[CH:7][CH:6]=1)=O.[C:12]([NH:15][C:16]([NH2:18])=[NH:17])(=[O:14])[CH3:13].